This data is from NCI-60 drug combinations with 297,098 pairs across 59 cell lines. The task is: Regression. Given two drug SMILES strings and cell line genomic features, predict the synergy score measuring deviation from expected non-interaction effect. (1) Drug 2: C1=NC2=C(N1)C(=S)N=CN2. Cell line: T-47D. Synergy scores: CSS=1.59, Synergy_ZIP=-3.17, Synergy_Bliss=-5.50, Synergy_Loewe=-7.92, Synergy_HSA=-5.68. Drug 1: CC12CCC(CC1=CCC3C2CCC4(C3CC=C4C5=CN=CC=C5)C)O. (2) Drug 1: CCC1(CC2CC(C3=C(CCN(C2)C1)C4=CC=CC=C4N3)(C5=C(C=C6C(=C5)C78CCN9C7C(C=CC9)(C(C(C8N6C)(C(=O)OC)O)OC(=O)C)CC)OC)C(=O)OC)O.OS(=O)(=O)O. Drug 2: C1CCC(C(C1)N)N.C(=O)(C(=O)[O-])[O-].[Pt+4]. Cell line: A549. Synergy scores: CSS=16.5, Synergy_ZIP=0.280, Synergy_Bliss=0.888, Synergy_Loewe=0.866, Synergy_HSA=1.34.